The task is: Predict the product of the given reaction.. This data is from Forward reaction prediction with 1.9M reactions from USPTO patents (1976-2016). Given the reactants [K+].[CH3:2][S:3]([N:6]1[CH2:11][CH2:10][N:9]([C:12]2[CH:17]=[CH:16][C:15]([C:18](=[O:32])/[CH:19]=[CH:20]/[C:21]3[CH:26]=[CH:25][C:24](/[CH:27]=[CH:28]/[C:29]([O-:31])=O)=[CH:23][CH:22]=3)=[CH:14][CH:13]=2)[CH2:8][CH2:7]1)(=[O:5])=[O:4].C1C=CC2[N:41]([OH:42])N=NC=2C=1.C(Cl)C[Cl:45].NOC1CCCCO1, predict the reaction product. The product is: [ClH:45].[OH:42][NH:41][C:29](=[O:31])/[CH:28]=[CH:27]/[C:24]1[CH:25]=[CH:26][C:21](/[CH:20]=[CH:19]/[C:18]([C:15]2[CH:14]=[CH:13][C:12]([N:9]3[CH2:10][CH2:11][N:6]([S:3]([CH3:2])(=[O:4])=[O:5])[CH2:7][CH2:8]3)=[CH:17][CH:16]=2)=[O:32])=[CH:22][CH:23]=1.